Dataset: Catalyst prediction with 721,799 reactions and 888 catalyst types from USPTO. Task: Predict which catalyst facilitates the given reaction. (1) Product: [F:82][C:79]([F:80])([F:81])[C:77]1[CH:76]=[C:75]([NH:83][C:84]2[C:93]3[C:88](=[CH:89][CH:90]=[CH:91][CH:92]=3)[C:87]([C:2]3[CH:7]=[CH:6][C:5]([N:8]4[CH:12]=[N:11][NH:10][C:9]4=[O:13])=[CH:4][CH:3]=3)=[N:86][N:85]=2)[CH:74]=[C:73]([C:72]([F:71])([F:95])[F:96])[CH:78]=1. Reactant: Br[C:2]1[CH:7]=[CH:6][C:5]([N:8]2[CH:12]=[N:11][NH:10][C:9]2=[O:13])=[CH:4][CH:3]=1.B1(B2OC(C)(C)C(C)(C)O2)OC(C)(C)C(C)(C)O1.CC(C1C=C(C(C)C)C(C2C=CC=CC=2P(C2CCCCC2)C2CCCCC2)=C(C(C)C)C=1)C.C([O-])(=O)C.[K+].[F:71][C:72]([F:96])([F:95])[C:73]1[CH:74]=[C:75]([NH:83][C:84]2[C:93]3[C:88](=[CH:89][CH:90]=[CH:91][CH:92]=3)[C:87](Cl)=[N:86][N:85]=2)[CH:76]=[C:77]([C:79]([F:82])([F:81])[F:80])[CH:78]=1.[O-]P([O-])([O-])=O.[K+].[K+].[K+]. The catalyst class is: 488. (2) Reactant: [NH2:1][C:2]([C:4]1[O:8][N:7]=[C:6]([N:9]2[CH2:14][CH2:13][N:12]([C:15]([O:17][CH2:18][C:19]3[CH:24]=[CH:23][CH:22]=[CH:21][CH:20]=3)=[O:16])[CH2:11][CH2:10]2)[CH:5]=1)=O.C(N(CC)CC)C.C(OC(C(F)(F)F)=O)(C(F)(F)F)=O. Product: [C:2]([C:4]1[O:8][N:7]=[C:6]([N:9]2[CH2:14][CH2:13][N:12]([C:15]([O:17][CH2:18][C:19]3[CH:24]=[CH:23][CH:22]=[CH:21][CH:20]=3)=[O:16])[CH2:11][CH2:10]2)[CH:5]=1)#[N:1]. The catalyst class is: 1. (3) Reactant: [CH:1]1[C:10]2[C:5](=[CH:6][CH:7]=[CH:8][CH:9]=2)[CH:4]=[CH:3][C:2]=1[C:11]([NH:13][C:14]1[N:15]=[CH:16][C:17]([CH2:20][N:21]2[C:29]3[C:24](=[CH:25][CH:26]=[CH:27][CH:28]=3)[C:23]([CH2:30][C:31]([O:33]CC)=[O:32])=[N:22]2)=[N:18][CH:19]=1)=[O:12].O.[OH-].[Li+]. Product: [CH:1]1[C:10]2[C:5](=[CH:6][CH:7]=[CH:8][CH:9]=2)[CH:4]=[CH:3][C:2]=1[C:11]([NH:13][C:14]1[N:15]=[CH:16][C:17]([CH2:20][N:21]2[C:29]3[C:24](=[CH:25][CH:26]=[CH:27][CH:28]=3)[C:23]([CH2:30][C:31]([OH:33])=[O:32])=[N:22]2)=[N:18][CH:19]=1)=[O:12]. The catalyst class is: 7. (4) Reactant: [N:1]1([C:6]2[CH:42]=[CH:41][C:9]([CH2:10][C:11]3[C:12](Cl)=[N:13][C:14]4[C:19]([C:20]=3[Cl:21])=[CH:18][C:17]([C:22]([C:34]3[N:38]([CH3:39])[CH:37]=[N:36][CH:35]=3)([C:24]3[CH:25]=[N:26][C:27]([C:30]([F:33])([F:32])[F:31])=[CH:28][CH:29]=3)[OH:23])=[CH:16][CH:15]=4)=[CH:8][CH:7]=2)[CH:5]=[CH:4][CH:3]=[N:2]1.Cl.[CH3:44][NH:45][O:46][CH3:47].CN(C)C=O. Product: [N:1]1([C:6]2[CH:42]=[CH:41][C:9]([CH2:10][C:11]3[C:12]([N:45]([O:46][CH3:47])[CH3:44])=[N:13][C:14]4[C:19]([C:20]=3[Cl:21])=[CH:18][C:17]([C:22]([C:34]3[N:38]([CH3:39])[CH:37]=[N:36][CH:35]=3)([C:24]3[CH:25]=[N:26][C:27]([C:30]([F:32])([F:31])[F:33])=[CH:28][CH:29]=3)[OH:23])=[CH:16][CH:15]=4)=[CH:8][CH:7]=2)[CH:5]=[CH:4][CH:3]=[N:2]1. The catalyst class is: 13. (5) Reactant: [CH3:1][O:2][C:3](=[O:14])[C:4]1[CH:9]=[CH:8][CH:7]=[C:6]([N+:10]([O-:12])=[O:11])[C:5]=1[NH2:13].[F:15][C:16]([F:27])([F:26])[C:17](O[C:17](=[O:18])[C:16]([F:27])([F:26])[F:15])=[O:18]. Product: [CH3:1][O:2][C:3](=[O:14])[C:4]1[CH:9]=[CH:8][CH:7]=[C:6]([N+:10]([O-:12])=[O:11])[C:5]=1[NH:13][C:17](=[O:18])[C:16]([F:27])([F:26])[F:15]. The catalyst class is: 17. (6) Reactant: [F:1][C:2]1([F:17])[CH2:7][CH2:6][N:5]([C:8]2[C:13]([F:14])=[CH:12][N:11]=[C:10]([C:15]#[N:16])[CH:9]=2)[CH2:4][CH2:3]1.[ClH:18]. Product: [ClH:18].[F:17][C:2]1([F:1])[CH2:7][CH2:6][N:5]([C:8]2[C:13]([F:14])=[CH:12][N:11]=[C:10]([CH2:15][NH2:16])[CH:9]=2)[CH2:4][CH2:3]1. The catalyst class is: 43. (7) Reactant: [Cl:1][C:2]1[CH:3]=[N+:4]([O-:37])[CH:5]=[C:6]([Cl:36])[C:7]=1[CH2:8][C@@H:9]([C:25]1[CH:30]=[CH:29][C:28]([O:31][CH:32]([F:34])[F:33])=[C:27]([OH:35])[CH:26]=1)[O:10][C:11](=[O:24])[CH2:12][N:13]1[C:21](=[O:22])[C:20]2[C:15](=[CH:16][CH:17]=[CH:18][CH:19]=2)[C:14]1=[O:23].C(=O)([O-])[O-].[K+].[K+].CC1C=CC(S(O[CH:55]2[CH2:59][CH2:58][O:57][CH2:56]2)(=O)=O)=CC=1.O. The catalyst class is: 3. Product: [Cl:1][C:2]1[CH:3]=[N+:4]([O-:37])[CH:5]=[C:6]([Cl:36])[C:7]=1[CH2:8][C@@H:9]([C:25]1[CH:30]=[CH:29][C:28]([O:31][CH:32]([F:34])[F:33])=[C:27]([O:35][CH:55]2[CH2:59][CH2:58][O:57][CH2:56]2)[CH:26]=1)[O:10][C:11](=[O:24])[CH2:12][N:13]1[C:21](=[O:22])[C:20]2[C:15](=[CH:16][CH:17]=[CH:18][CH:19]=2)[C:14]1=[O:23].